This data is from Full USPTO retrosynthesis dataset with 1.9M reactions from patents (1976-2016). The task is: Predict the reactants needed to synthesize the given product. (1) Given the product [Cl:1][C:2]1[CH:10]=[CH:9][C:8]([Cl:11])=[CH:7][C:3]=1[C:4]([N:12]1[CH2:17][CH2:16][CH2:15][CH2:14][C@H:13]1[C:18]([O:20][CH3:21])=[O:19])=[O:6], predict the reactants needed to synthesize it. The reactants are: [Cl:1][C:2]1[CH:10]=[CH:9][C:8]([Cl:11])=[CH:7][C:3]=1[C:4]([OH:6])=O.[NH:12]1[CH2:17][CH2:16][CH2:15][CH2:14][C@H:13]1[C:18]([O:20][CH3:21])=[O:19].CN(C(ON1N=NC2C=CC=NC1=2)=[N+](C)C)C.F[P-](F)(F)(F)(F)F.CCN(C(C)C)C(C)C. (2) The reactants are: [CH2:1]([CH:4]1[CH2:9][CH2:8][N:7]([C:10]([O:12][C:13]2[CH:18]=[CH:17][C:16]([Cl:19])=[CH:15][CH:14]=2)=[O:11])[CH2:6][CH2:5]1)[C:2]#[CH:3].I[C:21]1[N:22]=[C:23]([NH2:39])[C:24]2[N:25]=[CH:26][N:27]([C:37]=2[N:38]=1)[C@@H:28]1[O:36][C@H:33]([CH2:34][OH:35])[C@@H:31]([OH:32])[C@H:29]1[OH:30]. Given the product [Cl:19][C:16]1[CH:15]=[CH:14][C:13]([O:12][C:10]([N:7]2[CH2:8][CH2:9][CH:4]([CH2:1][C:2]#[C:3][C:21]3[N:22]=[C:23]([NH2:39])[C:24]4[N:25]=[CH:26][N:27]([C:37]=4[N:38]=3)[C@@H:28]3[O:36][C@H:33]([CH2:34][OH:35])[C@@H:31]([OH:32])[C@H:29]3[OH:30])[CH2:5][CH2:6]2)=[O:11])=[CH:18][CH:17]=1, predict the reactants needed to synthesize it. (3) Given the product [C:1]([C:3]1[CH:8]=[CH:7][C:6]([O:9][CH3:10])=[CH:5][N:4]=1)#[N:2], predict the reactants needed to synthesize it. The reactants are: [C:1]([C:3]1[CH:8]=[CH:7][C:6]([OH:9])=[CH:5][N:4]=1)#[N:2].[CH3:10]N(C=O)C.C([O-])([O-])=O.[K+].[K+]. (4) Given the product [C:36]([N:4]1[CH2:5][CH2:6][N:1]([C:7]2[CH:8]=[CH:9][C:10]([C:13]3[N:14]([CH2:26][C:27]4[C:28]([F:35])=[CH:29][C:30]([F:34])=[CH:31][C:32]=4[F:33])[N:15]=[C:16]4[C:21]=3[CH:20]=[CH:19][CH:18]=[C:17]4[C:22]([F:23])([F:24])[F:25])=[CH:11][CH:12]=2)[CH2:2][CH2:3]1)(=[O:43])[C:37]1[CH:42]=[CH:41][CH:40]=[CH:39][CH:38]=1, predict the reactants needed to synthesize it. The reactants are: [N:1]1([C:7]2[CH:12]=[CH:11][C:10]([C:13]3[N:14]([CH2:26][C:27]4[C:32]([F:33])=[CH:31][C:30]([F:34])=[CH:29][C:28]=4[F:35])[N:15]=[C:16]4[C:21]=3[CH:20]=[CH:19][CH:18]=[C:17]4[C:22]([F:25])([F:24])[F:23])=[CH:9][CH:8]=2)[CH2:6][CH2:5][NH:4][CH2:3][CH2:2]1.[C:36](Cl)(=[O:43])[C:37]1[CH:42]=[CH:41][CH:40]=[CH:39][CH:38]=1.C(N(C(C)C)CC)(C)C.C1COCC1. (5) Given the product [N+:1]([C:4]1[CH:13]=[CH:12][CH:11]=[C:10]2[C:5]=1[CH:6]=[CH:7][N:19]([C@H:18]([CH3:20])[C:17]([O:16][CH3:15])=[O:21])[C:9]2=[O:14])([O-:3])=[O:2], predict the reactants needed to synthesize it. The reactants are: [N+:1]([C:4]1[CH:13]=[CH:12][CH:11]=[C:10]2[C:5]=1[CH:6]=[CH:7]O[C:9]2=[O:14])([O-:3])=[O:2].[CH3:15][O:16][C:17](=[O:21])[C@@H:18]([CH3:20])[NH2:19].CO. (6) Given the product [CH3:11][O:12][CH2:2][C:3]1[CH:10]=[CH:9][C:6]([C:7]#[N:8])=[CH:5][CH:4]=1, predict the reactants needed to synthesize it. The reactants are: Br[CH2:2][C:3]1[CH:10]=[CH:9][C:6]([C:7]#[N:8])=[CH:5][CH:4]=1.[CH3:11][O-:12].[Na+].